The task is: Predict the reactants needed to synthesize the given product.. This data is from Full USPTO retrosynthesis dataset with 1.9M reactions from patents (1976-2016). (1) The reactants are: P(C#N)(=O)(OCC)OCC.[CH3:11][O:12][C:13]1[CH:14]=[C:15]([CH:21]([S:24][CH3:25])[CH2:22][NH2:23])[CH:16]=[CH:17][C:18]=1[O:19][CH3:20].[N:26]1[CH:31]=[CH:30][CH:29]=[C:28](/[CH:32]=[CH:33]/[C:34](O)=[O:35])[CH:27]=1.C(=O)(O)[O-].[Na+]. Given the product [CH3:11][O:12][C:13]1[CH:14]=[C:15]([CH:21]([S:24][CH3:25])[CH2:22][NH:23][C:34](=[O:35])/[CH:33]=[CH:32]/[C:28]2[CH:27]=[N:26][CH:31]=[CH:30][CH:29]=2)[CH:16]=[CH:17][C:18]=1[O:19][CH3:20], predict the reactants needed to synthesize it. (2) Given the product [S:1]1[C:5]2[CH:6]=[CH:7][CH:8]=[CH:9][C:4]=2[C:3]([CH2:10][CH2:11][CH2:12][OH:13])=[CH:2]1, predict the reactants needed to synthesize it. The reactants are: [S:1]1[C:5]2[CH:6]=[CH:7][CH:8]=[CH:9][C:4]=2[C:3]([CH2:10][CH2:11][CH2:12][O:13]C2CCCCO2)=[CH:2]1.O.C1(C)C=CC(S(O)(=O)=O)=CC=1.C(=O)([O-])O.[Na+]. (3) Given the product [Br:2][C:3]1[CH:11]=[C:10]2[C:6]([CH:7]=[C:8]([C:12]([N:31]3[CH2:32][CH2:33][N:28]([C:25](=[O:27])[CH3:26])[CH2:29][CH2:30]3)=[O:14])[NH:9]2)=[CH:5][C:4]=1[O:15][CH:16]1[CH2:21][CH2:20][N:19]([CH:22]([CH3:23])[CH3:24])[CH2:18][CH2:17]1, predict the reactants needed to synthesize it. The reactants are: Cl.[Br:2][C:3]1[CH:11]=[C:10]2[C:6]([CH:7]=[C:8]([C:12]([OH:14])=O)[NH:9]2)=[CH:5][C:4]=1[O:15][CH:16]1[CH2:21][CH2:20][N:19]([CH:22]([CH3:24])[CH3:23])[CH2:18][CH2:17]1.[C:25]([N:28]1[CH2:33][CH2:32][NH:31][CH2:30][CH2:29]1)(=[O:27])[CH3:26]. (4) The reactants are: [CH3:18][O:17][C:14]1[CH:15]=[CH:16][C:11]([S:10][S:10][C:11]2[CH:16]=[CH:15][C:14]([O:17][CH3:18])=[CH:13][CH:12]=2)=[CH:12][CH:13]=1.[C:19]1([Mg]Br)[CH:24]=[CH:23][CH:22]=[CH:21][CH:20]=1. Given the product [CH3:18][O:17][C:14]1[CH:13]=[CH:12][C:11]([S:10][C:19]2[CH:24]=[CH:23][CH:22]=[CH:21][CH:20]=2)=[CH:16][CH:15]=1, predict the reactants needed to synthesize it. (5) Given the product [C:11]([C:13]1([NH:16][C:17]([C@H:19]2[CH2:23][C@H:22]([S:24]([C:27]3[CH:32]=[CH:31][C:30]([C:4]4[CH:5]=[CH:6][N:1]=[C:2]([CH3:10])[CH:3]=4)=[CH:29][C:28]=3[C:34]([F:37])([F:35])[F:36])(=[O:26])=[O:25])[CH2:21][C@@H:20]2[O:38][CH2:39][CH3:40])=[O:18])[CH2:15][CH2:14]1)#[N:12], predict the reactants needed to synthesize it. The reactants are: [N:1]1[CH:6]=[CH:5][C:4](B(O)O)=[CH:3][C:2]=1[CH3:10].[C:11]([C:13]1([NH:16][C:17]([C@H:19]2[CH2:23][C@H:22]([S:24]([C:27]3[CH:32]=[CH:31][C:30](Br)=[CH:29][C:28]=3[C:34]([F:37])([F:36])[F:35])(=[O:26])=[O:25])[CH2:21][C@@H:20]2[O:38][CH2:39][CH3:40])=[O:18])[CH2:15][CH2:14]1)#[N:12].C(C1(NC([C@H]2C[C@H](S(C3C=CC(Br)=CC=3C(F)(F)F)(=O)=O)C[C@@H]2OC)=O)CC1)#N. (6) Given the product [CH2:25]([Sn:29]([CH2:30][CH2:31][CH2:32][CH3:33])([O:34][C:2]1[CH:7]=[CH:6][C:5]([C:8]([CH2:11][C:12]([CH3:13])([CH3:14])[CH3:15])([CH3:9])[CH3:10])=[CH:4][C:3]=1[N:16]1[N:17]=[C:18]2[CH:24]=[CH:23][CH:22]=[CH:21][C:19]2=[N:20]1)[O:1][C:2]1[CH:7]=[CH:6][C:5]([C:8]([CH2:11][C:12]([CH3:13])([CH3:14])[CH3:15])([CH3:9])[CH3:10])=[CH:4][C:3]=1[N:16]1[N:20]=[C:19]2[CH:21]=[CH:22][CH:23]=[CH:24][C:18]2=[N:17]1)[CH2:26][CH2:27][CH3:28], predict the reactants needed to synthesize it. The reactants are: [OH:1][C:2]1[CH:7]=[CH:6][C:5]([C:8]([CH2:11][C:12]([CH3:15])([CH3:14])[CH3:13])([CH3:10])[CH3:9])=[CH:4][C:3]=1[N:16]1[N:20]=[C:19]2[CH:21]=[CH:22][CH:23]=[CH:24][C:18]2=[N:17]1.[CH2:25]([Sn:29](=[O:34])[CH2:30][CH2:31][CH2:32][CH3:33])[CH2:26][CH2:27][CH3:28]. (7) Given the product [ClH:2].[CH2:3]([O:5][C:6]1[CH:7]=[C:8]2[C:13](=[C:14]3[CH2:18][C:17]([CH3:19])([CH3:20])[O:16][C:15]=13)[C:12]([C:21]1[CH:22]=[CH:23][C:24]([C:27]([CH3:31])([CH3:32])[C:28]([NH:40][CH3:44])=[O:30])=[CH:25][CH:26]=1)=[N:11][C:10]([CH3:33])([CH3:34])[CH2:9]2)[CH3:4], predict the reactants needed to synthesize it. The reactants are: O.[ClH:2].[CH2:3]([O:5][C:6]1[CH:7]=[C:8]2[C:13](=[C:14]3[CH2:18][C:17]([CH3:20])([CH3:19])[O:16][C:15]=13)[C:12]([C:21]1[CH:26]=[CH:25][C:24]([C:27]([CH3:32])([CH3:31])[C:28]([OH:30])=O)=[CH:23][CH:22]=1)=[N:11][C:10]([CH3:34])([CH3:33])[CH2:9]2)[CH3:4].Cl.CN.O.O[N:40]1[C:44]2C=CC=CC=2N=N1.Cl.C(N=C=NCCCN(C)C)C.C(=O)([O-])O.[Na+]. (8) Given the product [CH2:2]1[O:3][C:4]2([CH2:5][CH2:6][C:7]3([CH:11]([O:12][Si:16]([C:19]([CH3:22])([CH3:21])[CH3:20])([CH3:18])[CH3:17])[CH2:10][CH2:9][CH2:8]3)[CH2:13][CH2:14]2)[O:15][CH2:1]1, predict the reactants needed to synthesize it. The reactants are: [CH2:1]1[O:15][C:4]2([CH2:14][CH2:13][C:7]3([CH:11]([OH:12])[CH2:10][CH2:9][CH2:8]3)[CH2:6][CH2:5]2)[O:3][CH2:2]1.[Si:16](Cl)([C:19]([CH3:22])([CH3:21])[CH3:20])([CH3:18])[CH3:17].N1C=CN=C1.CN(C)C=O. (9) The reactants are: [CH2:1]([O:3][C:4](=[O:27])[CH2:5][N:6]1[C:14]2[CH2:13][CH2:12][CH2:11][CH:10]([NH:15][S:16]([C:19]3[CH:20]=[N:21][C:22](Cl)=[C:23]([Br:25])[CH:24]=3)(=[O:18])=[O:17])[C:9]=2[CH:8]=[N:7]1)[CH3:2].[H-].[Na+].[Cl:30][C:31]1[CH:36]=[CH:35][C:34]([OH:37])=[CH:33][CH:32]=1.C(O)(=O)C. Given the product [CH2:1]([O:3][C:4](=[O:27])[CH2:5][N:6]1[C:14]2[CH2:13][CH2:12][CH2:11][CH:10]([NH:15][S:16]([C:19]3[CH:20]=[N:21][C:22]([O:37][C:34]4[CH:35]=[CH:36][C:31]([Cl:30])=[CH:32][CH:33]=4)=[C:23]([Br:25])[CH:24]=3)(=[O:17])=[O:18])[C:9]=2[CH:8]=[N:7]1)[CH3:2], predict the reactants needed to synthesize it.